From a dataset of NCI-60 drug combinations with 297,098 pairs across 59 cell lines. Regression. Given two drug SMILES strings and cell line genomic features, predict the synergy score measuring deviation from expected non-interaction effect. Drug 1: C1CC(=O)NC(=O)C1N2C(=O)C3=CC=CC=C3C2=O. Drug 2: CCC1(C2=C(COC1=O)C(=O)N3CC4=CC5=C(C=CC(=C5CN(C)C)O)N=C4C3=C2)O.Cl. Cell line: MCF7. Synergy scores: CSS=10.7, Synergy_ZIP=-3.59, Synergy_Bliss=-1.80, Synergy_Loewe=-16.4, Synergy_HSA=-1.87.